Dataset: Reaction yield outcomes from USPTO patents with 853,638 reactions. Task: Predict the reaction yield, written as a fraction of the theoretical maximum amount of product (1.0 means a 100% yield; for example, 0.34 means a 34% yield). (1) The reactants are C([CH:5]([N:9](C(OC(C)(C)C)=O)[C:10]1[CH:15]=[CH:14][C:13]([C:16]2[N:21]3[CH:22]=[C:23](/[CH:25]=[CH:26]/[C:27]4[CH:36]=[CH:35][C:34]5[C:29](=[CH:30][CH:31]=[CH:32][CH:33]=5)[N:28]=4)[N:24]=[C:20]3[C:19]([N:37]3[CH2:42][CH2:41][O:40][CH2:39][CH2:38]3)=[N:18][CH:17]=2)=[CH:12][N:11]=1)[C:6]([O-:8])=[O:7])(C)(C)C.C(Cl)Cl.[C:53]([OH:59])([C:55]([F:58])([F:57])[F:56])=[O:54]. No catalyst specified. The product is [F:56][C:55]([F:58])([F:57])[C:53]([OH:59])=[O:54].[O:40]1[CH2:39][CH2:38][N:37]([C:19]2[C:20]3[N:21]([CH:22]=[C:23](/[CH:25]=[CH:26]/[C:27]4[CH:36]=[CH:35][C:34]5[C:29](=[CH:30][CH:31]=[CH:32][CH:33]=5)[N:28]=4)[N:24]=3)[C:16]([C:13]3[CH:14]=[CH:15][C:10]([NH:9][CH2:5][C:6]([OH:8])=[O:7])=[N:11][CH:12]=3)=[CH:17][N:18]=2)[CH2:42][CH2:41]1. The yield is 0.250. (2) The reactants are [Br:1][C:2]1[CH:3]=[N:4][CH:5]=[CH:6][CH:7]=1.[C:8]1(=[O:13])[CH2:12][CH2:11][CH2:10][CH2:9]1.[Li]CCCC.C(N(C(C)C)CC)(C)C. The catalyst is C1COCC1. The product is [Br:1][C:2]1[CH:3]=[N:4][CH:5]=[CH:6][C:7]=1[C:8]1([OH:13])[CH2:12][CH2:11][CH2:10][CH2:9]1. The yield is 0.340. (3) The reactants are Br[C:2]1[CH:11]=[C:10]2[C:5]([N:6]=[CH:7][CH:8]=[N:9]2)=[C:4]([C:12]([NH:14][CH2:15][C:16]([O:18]CC)=[O:17])=[O:13])[C:3]=1[OH:21].[N:22]1[CH:27]=[CH:26][C:25](B(O)O)=[CH:24][CH:23]=1.C(=O)([O-])[O-].[K+].[K+]. The catalyst is O1CCOCC1.O.C1C=CC([P]([Pd]([P](C2C=CC=CC=2)(C2C=CC=CC=2)C2C=CC=CC=2)([P](C2C=CC=CC=2)(C2C=CC=CC=2)C2C=CC=CC=2)[P](C2C=CC=CC=2)(C2C=CC=CC=2)C2C=CC=CC=2)(C2C=CC=CC=2)C2C=CC=CC=2)=CC=1. The product is [OH:21][C:3]1[C:4]([C:12]([NH:14][CH2:15][C:16]([OH:18])=[O:17])=[O:13])=[C:5]2[C:10](=[CH:11][C:2]=1[C:25]1[CH:26]=[CH:27][N:22]=[CH:23][CH:24]=1)[N:9]=[CH:8][CH:7]=[N:6]2. The yield is 0.320.